Dataset: Catalyst prediction with 721,799 reactions and 888 catalyst types from USPTO. Task: Predict which catalyst facilitates the given reaction. (1) Reactant: [OH:1][C@H:2]1[C@H:9]2[C@:5]([C:12]([O:14]C)=[O:13])([O:6][C:7]([CH3:11])([CH3:10])[O:8]2)[O:4][C@H:3]1[CH2:16][NH:17][C:18](=[O:60])[CH2:19][NH:20][C:21](=[O:59])[CH2:22][N:23]1[CH2:34][CH2:33][N:32]([CH2:35][C:36](=[O:42])[O:37][C:38]([CH3:41])([CH3:40])[CH3:39])[CH2:31][CH2:30][N:29]([CH2:43][C:44](=[O:50])[O:45][C:46]([CH3:49])([CH3:48])[CH3:47])[CH2:28][CH2:27][N:26]([CH2:51][C:52]([O:54][C:55]([CH3:58])([CH3:57])[CH3:56])=[O:53])[CH2:25][CH2:24]1.O[Li].O. Product: [OH:1][C@H:2]1[C@H:9]2[C@:5]([C:12]([OH:14])=[O:13])([O:6][C:7]([CH3:11])([CH3:10])[O:8]2)[O:4][C@H:3]1[CH2:16][NH:17][C:18](=[O:60])[CH2:19][NH:20][C:21](=[O:59])[CH2:22][N:23]1[CH2:34][CH2:33][N:32]([CH2:35][C:36](=[O:42])[O:37][C:38]([CH3:39])([CH3:40])[CH3:41])[CH2:31][CH2:30][N:29]([CH2:43][C:44](=[O:50])[O:45][C:46]([CH3:47])([CH3:48])[CH3:49])[CH2:28][CH2:27][N:26]([CH2:51][C:52]([O:54][C:55]([CH3:58])([CH3:57])[CH3:56])=[O:53])[CH2:25][CH2:24]1. The catalyst class is: 5. (2) Reactant: [CH3:1][C:2]([CH3:30])([CH3:29])[CH2:3][N:4]1[C:12]2[C:7](=[N:8][C:9]([C:13]3[CH2:18][CH2:17][CH:16]([NH:19]C(=O)OC(C)(C)C)[CH2:15][CH:14]=3)=[CH:10][CH:11]=2)[N:6]([CH3:27])[C:5]1=[O:28].C(Cl)Cl.Cl.CCOC(C)=O. Product: [NH2:19][CH:16]1[CH2:17][CH2:18][C:13]([C:9]2[N:8]=[C:7]3[N:6]([CH3:27])[C:5](=[O:28])[N:4]([CH2:3][C:2]([CH3:1])([CH3:30])[CH3:29])[C:12]3=[CH:11][CH:10]=2)=[CH:14][CH2:15]1. The catalyst class is: 5. (3) Reactant: [NH2:1][C:2]1[CH:6]=[CH:5][S:4][C:3]=1[C:7]([O:9][CH3:10])=[O:8].[CH3:11][N:12]([CH3:25])[C:13]([C:15]1[CH:16]=[C:17]([S:21](Cl)(=[O:23])=[O:22])[CH:18]=[CH:19][CH:20]=1)=[O:14]. Product: [CH3:11][N:12]([CH3:25])[C:13]([C:15]1[CH:16]=[C:17]([S:21]([NH:1][C:2]2[CH:6]=[CH:5][S:4][C:3]=2[C:7]([O:9][CH3:10])=[O:8])(=[O:23])=[O:22])[CH:18]=[CH:19][CH:20]=1)=[O:14]. The catalyst class is: 33. (4) Reactant: Cl.[NH2:2][CH2:3][CH2:4][O:5][N:6]1[C:14](=[O:15])[C:13]2[C:8](=[CH:9][CH:10]=[CH:11][CH:12]=2)[C:7]1=[O:16].Cl[C:18]([NH:20][C:21](=[O:27])[O:22][C:23]([CH3:26])([CH3:25])[CH3:24])=[O:19].C(N(CC)CC)C. The catalyst class is: 2. Product: [O:15]=[C:14]1[C:13]2[C:8](=[CH:9][CH:10]=[CH:11][CH:12]=2)[C:7](=[O:16])[N:6]1[O:5][CH2:4][CH2:3][NH:2][C:18]([NH:20][C:21](=[O:27])[O:22][C:23]([CH3:26])([CH3:25])[CH3:24])=[O:19]. (5) Reactant: [Cl:1][C:2]1[CH:7]=[CH:6][C:5](/[CH:8]=[C:9]2\[CH2:10][CH2:11][C:12]([CH3:17])([CH3:16])[C:13]3\2[O:15][CH2:14]3)=[CH:4][CH:3]=1.Cl. Product: [Cl:1][C:2]1[CH:3]=[CH:4][C:5]([CH2:8][C:9]2[CH2:10][CH2:11][C:12]([CH3:17])([CH3:16])[C:13]=2[CH2:14][OH:15])=[CH:6][CH:7]=1. The catalyst class is: 11. (6) Reactant: [C:1]([C:3]1[N:4]=[C:5]([N:8]2[CH2:11][CH:10](OS(C)(=O)=O)[CH2:9]2)[S:6][CH:7]=1)#[N:2].[C:17]([O-:20])(=[S:19])[CH3:18].[K+]. Product: [C:17]([S:19][CH:10]1[CH2:9][N:8]([C:5]2[S:6][CH:7]=[C:3]([C:1]#[N:2])[N:4]=2)[CH2:11]1)(=[O:20])[CH3:18]. The catalyst class is: 9.